From a dataset of Full USPTO retrosynthesis dataset with 1.9M reactions from patents (1976-2016). Predict the reactants needed to synthesize the given product. Given the product [CH3:10][C:11]1([CH3:34])[C:20]2[C:15](=[CH:16][CH:17]=[C:18]([C:21]([NH:7][S:4]([CH:1]3[CH2:3][CH2:2]3)(=[O:6])=[O:5])=[O:22])[CH:19]=2)[NH:14][CH:13]([C:24]2[CH:29]=[CH:28][CH:27]=[C:26]([C:30]([F:33])([F:31])[F:32])[CH:25]=2)[CH2:12]1, predict the reactants needed to synthesize it. The reactants are: [CH:1]1([S:4]([NH2:7])(=[O:6])=[O:5])[CH2:3][CH2:2]1.[H-].[Na+].[CH3:10][C:11]1([CH3:34])[C:20]2[C:15](=[CH:16][CH:17]=[C:18]([C:21](O)=[O:22])[CH:19]=2)[NH:14][CH:13]([C:24]2[CH:29]=[CH:28][CH:27]=[C:26]([C:30]([F:33])([F:32])[F:31])[CH:25]=2)[CH2:12]1.C(N1C=CN=C1)(N1C=CN=C1)=O.